Predict the product of the given reaction. From a dataset of Forward reaction prediction with 1.9M reactions from USPTO patents (1976-2016). Given the reactants [C:1]([C:3]1[C:12]2=[CH:13][N:14]([C@@H:16]3[O:22][C@H:21]([CH2:23][OH:24])[C@@H:19]([OH:20])[C@@:17]3([CH3:25])[OH:18])[N:15]=[C:10]3[C:11]2=[C:5]([C:6](=[O:26])[NH:7][N:8]=[CH:9]3)[CH:4]=1)#[N:2].[NH4+].[OH-:28].OO, predict the reaction product. The product is: [C:1]([C:3]1[C:12]2=[CH:13][N:14]([C@@H:16]3[O:22][C@H:21]([CH2:23][OH:24])[C@@H:19]([OH:20])[C@@:17]3([CH3:25])[OH:18])[N:15]=[C:10]3[C:11]2=[C:5]([C:6](=[O:26])[NH:7][N:8]=[CH:9]3)[CH:4]=1)(=[O:28])[NH2:2].